From a dataset of Full USPTO retrosynthesis dataset with 1.9M reactions from patents (1976-2016). Predict the reactants needed to synthesize the given product. Given the product [ClH:40].[ClH:40].[C:1]([S:4][CH:5]1[CH2:10][CH2:9][N:8]([CH:11]([C:17]2[CH:22]=[CH:21][CH:20]=[CH:19][C:18]=2[F:23])[C:12]([CH:14]2[CH2:16][CH2:15]2)=[O:13])[CH2:7]/[C:6]/1=[CH:24]\[C:25]1[CH:29]=[CH:28][N:27]([CH2:30][CH2:31][NH2:32])[N:26]=1)(=[O:3])[CH3:2], predict the reactants needed to synthesize it. The reactants are: [C:1]([S:4][CH:5]1[CH2:10][CH2:9][N:8]([CH:11]([C:17]2[CH:22]=[CH:21][CH:20]=[CH:19][C:18]=2[F:23])[C:12]([CH:14]2[CH2:16][CH2:15]2)=[O:13])[CH2:7]/[C:6]/1=[CH:24]\[C:25]1[CH:29]=[CH:28][N:27]([CH2:30][CH2:31][NH:32]C(OC(C)(C)C)=O)[N:26]=1)(=[O:3])[CH3:2].[ClH:40].